Dataset: Forward reaction prediction with 1.9M reactions from USPTO patents (1976-2016). Task: Predict the product of the given reaction. (1) Given the reactants [NH2:1][CH:2]1[CH2:7][CH2:6][N:5]([CH3:8])[CH2:4][CH2:3]1.C(N(CC)CC)C.[N+:16]([C:19]1[CH:27]=[CH:26][C:22]([C:23](Cl)=[O:24])=[CH:21][CH:20]=1)([O-:18])=[O:17], predict the reaction product. The product is: [CH3:8][N:5]1[CH2:6][CH2:7][CH:2]([NH:1][C:23](=[O:24])[C:22]2[CH:21]=[CH:20][C:19]([N+:16]([O-:18])=[O:17])=[CH:27][CH:26]=2)[CH2:3][CH2:4]1. (2) Given the reactants P(C#N)(OCC)(OCC)=O.[C:11]([O:15][C:16]([N:18]1[CH2:24][CH2:23][C:22]2[CH:25]=[CH:26][C:27]([C:29](O)=[O:30])=[CH:28][C:21]=2[CH2:20][CH2:19]1)=[O:17])([CH3:14])([CH3:13])[CH3:12].[CH2:32]([N:39]1[CH2:44][CH2:43][N:42]([CH2:45][CH2:46][NH2:47])[CH2:41][CH2:40]1)[C:33]1[CH:38]=[CH:37][CH:36]=[CH:35][CH:34]=1.C(N(CC)CC)C, predict the reaction product. The product is: [CH2:32]([N:39]1[CH2:40][CH2:41][N:42]([CH2:45][CH2:46][NH:47][C:29]([C:27]2[CH:26]=[CH:25][C:22]3[CH2:23][CH2:24][N:18]([C:16]([O:15][C:11]([CH3:12])([CH3:13])[CH3:14])=[O:17])[CH2:19][CH2:20][C:21]=3[CH:28]=2)=[O:30])[CH2:43][CH2:44]1)[C:33]1[CH:34]=[CH:35][CH:36]=[CH:37][CH:38]=1.